From a dataset of Acute oral toxicity (LD50) regression data from Zhu et al.. Regression/Classification. Given a drug SMILES string, predict its toxicity properties. Task type varies by dataset: regression for continuous values (e.g., LD50, hERG inhibition percentage) or binary classification for toxic/non-toxic outcomes (e.g., AMES mutagenicity, cardiotoxicity, hepatotoxicity). Dataset: ld50_zhu. The compound is CCCCCCCC(C)=O. The rat oral LD50 is 1.65, given as -log10 of the dose in mol/kg body weight (higher means more acutely toxic).